Task: Predict the product of the given reaction.. Dataset: Forward reaction prediction with 1.9M reactions from USPTO patents (1976-2016) (1) The product is: [CH3:25][NH:26][C:27]([NH:29][C:30]1[CH:35]=[CH:34][C:33]([C:2]2[N:11]=[CH:10][C:9]3[N:8]([CH2:12][C:13]4[CH:17]=[CH:16][N:15]([CH3:18])[N:14]=4)[C:7](=[O:19])[C:6]4([CH3:24])[CH2:20][O:21][CH2:22][CH2:23][N:5]4[C:4]=3[N:3]=2)=[CH:32][CH:31]=1)=[O:28]. Given the reactants Cl[C:2]1[N:11]=[CH:10][C:9]2[N:8]([CH2:12][C:13]3[CH:17]=[CH:16][N:15]([CH3:18])[N:14]=3)[C:7](=[O:19])[C:6]3([CH3:24])[CH2:20][O:21][CH2:22][CH2:23][N:5]3[C:4]=2[N:3]=1.[CH3:25][NH:26][C:27]([NH:29][C:30]1[CH:35]=[CH:34][C:33](B2OC(C)(C)C(C)(C)O2)=[CH:32][CH:31]=1)=[O:28].C(=O)(O)[O-].[Na+].O1CCOCC1, predict the reaction product. (2) Given the reactants [CH3:1][O:2][CH2:3][CH2:4][N:5]1[CH2:10][CH2:9][N:8]([CH2:11][C:12]2[CH:13]=[C:14]3[N:20]=[C:19]([C:21]4[CH:27]=[CH:26][CH:25]=[CH:24][C:22]=4[NH2:23])[S:18][C:15]3=[N:16][CH:17]=2)[CH2:7][CH2:6]1.[C:28]1([C:34]2[N:35]=[C:36]([C:39](O)=[O:40])[S:37][CH:38]=2)[CH:33]=[CH:32][CH:31]=[CH:30][CH:29]=1, predict the reaction product. The product is: [CH3:1][O:2][CH2:3][CH2:4][N:5]1[CH2:10][CH2:9][N:8]([CH2:11][C:12]2[CH:13]=[C:14]3[N:20]=[C:19]([C:21]4[CH:27]=[CH:26][CH:25]=[CH:24][C:22]=4[NH:23][C:39]([C:36]4[S:37][CH:38]=[C:34]([C:28]5[CH:29]=[CH:30][CH:31]=[CH:32][CH:33]=5)[N:35]=4)=[O:40])[S:18][C:15]3=[N:16][CH:17]=2)[CH2:7][CH2:6]1.